This data is from NCI-60 drug combinations with 297,098 pairs across 59 cell lines. The task is: Regression. Given two drug SMILES strings and cell line genomic features, predict the synergy score measuring deviation from expected non-interaction effect. (1) Drug 1: C1=NC2=C(N1)C(=S)N=CN2. Drug 2: C1CNP(=O)(OC1)N(CCCl)CCCl. Cell line: DU-145. Synergy scores: CSS=34.4, Synergy_ZIP=4.84, Synergy_Bliss=3.78, Synergy_Loewe=-37.4, Synergy_HSA=-1.29. (2) Drug 1: CC1=C(C(=CC=C1)Cl)NC(=O)C2=CN=C(S2)NC3=CC(=NC(=N3)C)N4CCN(CC4)CCO. Drug 2: N.N.Cl[Pt+2]Cl. Cell line: KM12. Synergy scores: CSS=29.7, Synergy_ZIP=-8.99, Synergy_Bliss=-2.97, Synergy_Loewe=-0.828, Synergy_HSA=-0.772. (3) Drug 1: C1=CC(=CC=C1CC(C(=O)O)N)N(CCCl)CCCl.Cl. Drug 2: CCC1=C2CN3C(=CC4=C(C3=O)COC(=O)C4(CC)O)C2=NC5=C1C=C(C=C5)O. Cell line: NCI-H460. Synergy scores: CSS=29.9, Synergy_ZIP=-16.9, Synergy_Bliss=-6.61, Synergy_Loewe=-10.6, Synergy_HSA=-4.65. (4) Drug 2: COC1=NC(=NC2=C1N=CN2C3C(C(C(O3)CO)O)O)N. Drug 1: C1=C(C(=O)NC(=O)N1)F. Cell line: T-47D. Synergy scores: CSS=22.6, Synergy_ZIP=8.05, Synergy_Bliss=2.94, Synergy_Loewe=-6.02, Synergy_HSA=1.14. (5) Drug 1: CC1=C(N=C(N=C1N)C(CC(=O)N)NCC(C(=O)N)N)C(=O)NC(C(C2=CN=CN2)OC3C(C(C(C(O3)CO)O)O)OC4C(C(C(C(O4)CO)O)OC(=O)N)O)C(=O)NC(C)C(C(C)C(=O)NC(C(C)O)C(=O)NCCC5=NC(=CS5)C6=NC(=CS6)C(=O)NCCC[S+](C)C)O. Drug 2: COC1=C2C(=CC3=C1OC=C3)C=CC(=O)O2. Cell line: NCI-H522. Synergy scores: CSS=24.7, Synergy_ZIP=-0.179, Synergy_Bliss=-0.108, Synergy_Loewe=-8.64, Synergy_HSA=1.29.